From a dataset of NCI-60 drug combinations with 297,098 pairs across 59 cell lines. Regression. Given two drug SMILES strings and cell line genomic features, predict the synergy score measuring deviation from expected non-interaction effect. (1) Drug 2: COC1=C(C=C2C(=C1)N=CN=C2NC3=CC(=C(C=C3)F)Cl)OCCCN4CCOCC4. Cell line: HL-60(TB). Synergy scores: CSS=12.6, Synergy_ZIP=5.00, Synergy_Bliss=9.64, Synergy_Loewe=1.62, Synergy_HSA=2.48. Drug 1: CN1CCC(CC1)COC2=C(C=C3C(=C2)N=CN=C3NC4=C(C=C(C=C4)Br)F)OC. (2) Drug 1: CNC(=O)C1=NC=CC(=C1)OC2=CC=C(C=C2)NC(=O)NC3=CC(=C(C=C3)Cl)C(F)(F)F. Drug 2: C1CC(=O)NC(=O)C1N2C(=O)C3=CC=CC=C3C2=O. Synergy scores: CSS=1.58, Synergy_ZIP=-0.324, Synergy_Bliss=-2.94, Synergy_Loewe=-0.930, Synergy_HSA=-5.68. Cell line: HCT116. (3) Drug 1: CCN(CC)CCNC(=O)C1=C(NC(=C1C)C=C2C3=C(C=CC(=C3)F)NC2=O)C. Drug 2: COCCOC1=C(C=C2C(=C1)C(=NC=N2)NC3=CC=CC(=C3)C#C)OCCOC. Cell line: HT29. Synergy scores: CSS=67.0, Synergy_ZIP=14.1, Synergy_Bliss=14.5, Synergy_Loewe=13.6, Synergy_HSA=19.7.